Dataset: Peptide-MHC class I binding affinity with 185,985 pairs from IEDB/IMGT. Task: Regression. Given a peptide amino acid sequence and an MHC pseudo amino acid sequence, predict their binding affinity value. This is MHC class I binding data. (1) The peptide sequence is LQSLENVAY. The MHC is HLA-A30:02 with pseudo-sequence HLA-A30:02. The binding affinity (normalized) is 0.406. (2) The peptide sequence is DPRDDLSGM. The MHC is HLA-B44:02 with pseudo-sequence HLA-B44:02. The binding affinity (normalized) is 0.0847. (3) The binding affinity (normalized) is 0.177. The peptide sequence is PRRIRQGL. The MHC is Mamu-B08 with pseudo-sequence Mamu-B08. (4) The peptide sequence is TVWEVQGYK. The MHC is HLA-A03:01 with pseudo-sequence HLA-A03:01. The binding affinity (normalized) is 0.901.